Dataset: Catalyst prediction with 721,799 reactions and 888 catalyst types from USPTO. Task: Predict which catalyst facilitates the given reaction. Reactant: [C:1]([NH:9][C:10]1[N:14]([CH:15]2[CH2:20][CH2:19][N:18](C(OC(C)(C)C)=O)[CH2:17][CH2:16]2)[C:13]2[CH:28]=[CH:29][CH:30]=[CH:31][C:12]=2[N:11]=1)(=[O:8])[C:2]1[CH:7]=[CH:6][CH:5]=[N:4][CH:3]=1.[ClH:32]. Product: [ClH:32].[NH:18]1[CH2:17][CH2:16][CH:15]([N:14]2[C:13]3[CH:28]=[CH:29][CH:30]=[CH:31][C:12]=3[N:11]=[C:10]2[NH:9][C:1](=[O:8])[C:2]2[CH:7]=[CH:6][CH:5]=[N:4][CH:3]=2)[CH2:20][CH2:19]1. The catalyst class is: 12.